From a dataset of Forward reaction prediction with 1.9M reactions from USPTO patents (1976-2016). Predict the product of the given reaction. (1) Given the reactants [Br:1]N1C(=O)CCC1=O.[Cl:9][C:10]1[CH:11]=[C:12]([CH:15]=[C:16]([O:18][C:19]2[C:20]([CH3:26])=[N:21][N:22]([CH3:25])[C:23]=2[CH3:24])[CH:17]=1)[C:13]#[N:14].N(C(C)(C)C#N)=NC(C)(C)C#N, predict the reaction product. The product is: [Br:1][CH2:24][C:23]1[N:22]([CH3:25])[N:21]=[C:20]([CH3:26])[C:19]=1[O:18][C:16]1[CH:15]=[C:12]([CH:11]=[C:10]([Cl:9])[CH:17]=1)[C:13]#[N:14]. (2) Given the reactants [CH2:1]([N:8]1[CH:12]=[C:11]([C:13]2[CH:18]=[C:17]([F:19])[CH:16]=[CH:15][C:14]=2[F:20])[N:10]=[C:9]1[C@@H:21]([CH:37]1[CH2:42][CH2:41][O:40][CH2:39][CH2:38]1)[N:22]([CH2:30][C@H:31]1[C@@H:35]([F:36])[CH2:34][NH:33][CH2:32]1)[C:23]([NH:25][C@@H:26]([CH3:29])[CH2:27][OH:28])=[O:24])[C:2]1[CH:7]=[CH:6][CH:5]=[CH:4][CH:3]=1.C([O-])([O-])=O.[K+].[K+].[CH3:49][C:50]([O:53][C:54](O[C:54]([O:53][C:50]([CH3:52])([CH3:51])[CH3:49])=[O:55])=[O:55])([CH3:52])[CH3:51], predict the reaction product. The product is: [CH2:1]([N:8]1[CH:12]=[C:11]([C:13]2[CH:18]=[C:17]([F:19])[CH:16]=[CH:15][C:14]=2[F:20])[N:10]=[C:9]1[C@@H:21]([CH:37]1[CH2:42][CH2:41][O:40][CH2:39][CH2:38]1)[N:22]([CH2:30][C@H:31]1[C@@H:35]([F:36])[CH2:34][N:33]([C:54]([O:53][C:50]([CH3:52])([CH3:51])[CH3:49])=[O:55])[CH2:32]1)[C:23]([NH:25][C@@H:26]([CH3:29])[CH2:27][OH:28])=[O:24])[C:2]1[CH:7]=[CH:6][CH:5]=[CH:4][CH:3]=1. (3) Given the reactants Br[C:2]1[C:11]2[C:6](=[CH:7][CH:8]=[CH:9][CH:10]=2)[C:5]([C:12]2[CH:17]=[CH:16][C:15]([Cl:18])=[CH:14][CH:13]=2)=[C:4]([CH:19]([O:25][C:26]([CH3:29])([CH3:28])[CH3:27])[C:20]([O:22][CH2:23][CH3:24])=[O:21])[C:3]=1[CH3:30].[CH3:31]B1OB(C)OB(C)O1.C([O-])([O-])=O.[K+].[K+].C1(C)C=CC=CC=1, predict the reaction product. The product is: [C:26]([O:25][CH:19]([C:4]1[C:3]([CH3:30])=[C:2]([CH3:31])[C:11]2[C:6](=[CH:7][CH:8]=[CH:9][CH:10]=2)[C:5]=1[C:12]1[CH:17]=[CH:16][C:15]([Cl:18])=[CH:14][CH:13]=1)[C:20]([O:22][CH2:23][CH3:24])=[O:21])([CH3:28])([CH3:27])[CH3:29]. (4) Given the reactants [CH3:1][C:2]1[C:11](=[O:12])[NH:10][C:9]2[C:4](=[CH:5][CH:6]=[C:7]([CH2:13][C:14](OC(C)(C)C)=O)[CH:8]=2)[N:3]=1.CC1C(=O)NC2C(N=1)=CC(CC(OC(C)(C)C)=O)=CC=2.[C:41]1([C:47]2[N:52]=[N:51][C:50]([NH:53][NH2:54])=[CH:49][CH:48]=2)[CH:46]=[CH:45][CH:44]=[CH:43][CH:42]=1.O.C1(C)C=CC(S(O)(=O)=O)=CC=1.C([O-])(O)=O.[Na+], predict the reaction product. The product is: [CH3:1][C:2]1[C:11](=[O:12])[NH:10][C:9]2[C:4]([N:3]=1)=[CH:5][CH:6]=[C:7]([CH2:13][C:14]1[N:51]3[N:52]=[C:47]([C:41]4[CH:46]=[CH:45][CH:44]=[CH:43][CH:42]=4)[CH:48]=[CH:49][C:50]3=[N:53][N:54]=1)[CH:8]=2. (5) Given the reactants [CH2:1]([N:3]([CH2:8][CH3:9])[C:4](=[O:7])[CH:5]=[CH2:6])[CH3:2].[CH3:10][N:11]([CH3:16])[C:12](=[O:15])[CH:13]=[CH2:14].N(C(C1NCCN=1)(C)C)=NC(C1NCCN=1)(C)C, predict the reaction product. The product is: [CH2:1]([N:3]([CH2:8][CH3:9])[C:4](=[O:7])[CH:5]=[CH2:6])[CH3:2].[CH3:10][N:11]([CH3:16])[C:12](=[O:15])[CH:13]=[CH2:14]. (6) Given the reactants [F:1][C:2]([F:30])([F:29])[CH:3]([N:7]1[CH:11]=[C:10]([C:12]2[C:13]3[CH:20]=[CH:19][N:18]([CH2:21][O:22][CH2:23][CH2:24][Si:25]([CH3:28])([CH3:27])[CH3:26])[C:14]=3[N:15]=[CH:16][N:17]=2)[CH:9]=[N:8]1)[CH2:4][C:5]#N.[H-].C([Al+]CC(C)C)C(C)C.C[OH:42].Cl, predict the reaction product. The product is: [F:1][C:2]([F:29])([F:30])[CH:3]([N:7]1[CH:11]=[C:10]([C:12]2[C:13]3[CH:20]=[CH:19][N:18]([CH2:21][O:22][CH2:23][CH2:24][Si:25]([CH3:26])([CH3:27])[CH3:28])[C:14]=3[N:15]=[CH:16][N:17]=2)[CH:9]=[N:8]1)[CH2:4][CH:5]=[O:42]. (7) The product is: [CH2:1]([O:8][C:9]([N:11]1[CH2:15][CH:14]=[CH:13][C@H:12]1[C:16]([O:18][CH2:27][C:28]1[CH:33]=[CH:32][CH:31]=[CH:30][CH:29]=1)=[O:17])=[O:10])[C:2]1[CH:3]=[CH:4][CH:5]=[CH:6][CH:7]=1. Given the reactants [CH2:1]([O:8][C:9]([N:11]1[CH2:15][CH:14]=[CH:13][C@H:12]1[C:16]([OH:18])=[O:17])=[O:10])[C:2]1[CH:7]=[CH:6][CH:5]=[CH:4][CH:3]=1.[Na+].[I-].C([O-])([O-])=O.[Cs+].[Cs+].[CH2:27](Br)[C:28]1[CH:33]=[CH:32][CH:31]=[CH:30][CH:29]=1, predict the reaction product. (8) Given the reactants C[Si](I)(C)C.C(OC([C:11]1([CH:15](O)[C:16]2[S:17][CH:18]=[CH:19][CH:20]=2)[CH2:14][CH2:13][CH2:12]1)=O)C.[OH-:22].[Na+].C[CH2:25][O:26]C(C)=O.[CH3:30][C:31]#N, predict the reaction product. The product is: [CH2:30]([O:22][C:25]([C:15]1([C:16]2[S:17][CH:18]=[CH:19][CH:20]=2)[CH2:11][CH2:14][CH:13]1[CH3:12])=[O:26])[CH3:31]. (9) Given the reactants [Cl:1][C:2]1[CH:3]=[C:4]([CH:10]=[CH:11][C:12]=1[NH:13][C:14]1[N:15]=[C:16]([O:39][CH3:40])[C:17]2[C:22]([C:23]3[CH:28]=[CH:27][C:26]([NH2:29])=[C:25]([NH2:30])[CH:24]=3)=[CH:21][N:20]([CH2:31][O:32][CH2:33][CH2:34][Si:35]([CH3:38])([CH3:37])[CH3:36])[C:18]=2[N:19]=1)[C:5]([N:7]([CH3:9])[CH3:8])=[O:6].[C:41](O)(=O)[CH3:42], predict the reaction product. The product is: [Cl:1][C:2]1[CH:3]=[C:4]([CH:10]=[CH:11][C:12]=1[NH:13][C:14]1[N:15]=[C:16]([O:39][CH3:40])[C:17]2[C:22]([C:23]3[CH:28]=[CH:27][C:26]4[NH:29][C:41]([CH3:42])=[N:30][C:25]=4[CH:24]=3)=[CH:21][N:20]([CH2:31][O:32][CH2:33][CH2:34][Si:35]([CH3:37])([CH3:36])[CH3:38])[C:18]=2[N:19]=1)[C:5]([N:7]([CH3:9])[CH3:8])=[O:6].